From a dataset of Reaction yield outcomes from USPTO patents with 853,638 reactions. Predict the reaction yield, written as a fraction of the theoretical maximum amount of product (1.0 means a 100% yield; for example, 0.34 means a 34% yield). (1) The reactants are [CH2:1]1[CH2:6][CH2:5][C:4]([CH2:11][NH2:12])([CH2:7][C:8]([OH:10])=[O:9])[CH2:3][CH2:2]1.[CH2:13](O)[CH:14]=[CH2:15].S(Cl)([Cl:19])=O. The catalyst is C(OCC)C. The product is [ClH:19].[NH2:12][CH2:11][C:4]1([CH2:7][C:8]([O:10][CH2:15][CH:14]=[CH2:13])=[O:9])[CH2:3][CH2:2][CH2:1][CH2:6][CH2:5]1. The yield is 0.880. (2) The reactants are Br[CH:2]([C:8]1[CH:13]=[CH:12][CH:11]=[CH:10][CH:9]=1)[C:3]([O:5]CC)=[O:4].[NH2:14][C:15]1[CH:19]=[CH:18][S:17][C:16]=1[C:20](=[O:22])[CH3:21].[OH-].[Na+]. The catalyst is C(#N)C. The product is [C:20]([C:16]1[S:17][CH:18]=[CH:19][C:15]=1[NH:14][CH:2]([C:8]1[CH:9]=[CH:10][CH:11]=[CH:12][CH:13]=1)[C:3]([OH:5])=[O:4])(=[O:22])[CH3:21]. The yield is 0.340. (3) The reactants are [H-].[Na+].[Br:3][C:4]1[C:12]2[C:7](=[N:8][CH:9]=[CH:10][CH:11]=2)[NH:6][CH:5]=1.[C:13]1([S:19](Cl)(=[O:21])=[O:20])[CH:18]=[CH:17][CH:16]=[CH:15][CH:14]=1. The catalyst is CN(C=O)C. The product is [Br:3][C:4]1[C:12]2[C:7](=[N:8][CH:9]=[CH:10][CH:11]=2)[N:6]([S:19]([C:13]2[CH:18]=[CH:17][CH:16]=[CH:15][CH:14]=2)(=[O:21])=[O:20])[CH:5]=1. The yield is 0.870. (4) The reactants are C(O[BH-](OC(=O)C)OC(=O)C)(=O)C.[Na+].[F:15][C:16]([F:52])([F:51])[C:17]1[CH:18]=[C:19]([CH:44]=[C:45]([C:47]([F:50])([F:49])[F:48])[CH:46]=1)[CH2:20][N:21]([C:38]1[N:39]=[N:40][N:41]([CH3:43])[N:42]=1)[C@H:22]1[CH2:28][CH2:27][CH2:26][NH:25][C:24]2[CH:29]=[C:30]([C:34]([F:37])([F:36])[F:35])[C:31]([CH3:33])=[CH:32][C:23]1=2.[CH3:53][O:54][C:55](=[O:65])[C:56]1[CH:61]=[C:60]([CH:62]=O)[CH:59]=[CH:58][C:57]=1[F:64].C(O)(=O)C. The catalyst is C(#N)C.ClCCl. The product is [CH3:53][O:54][C:55](=[O:65])[C:56]1[CH:61]=[C:60]([CH2:62][N:25]2[CH2:26][CH2:27][CH2:28][C@H:22]([N:21]([CH2:20][C:19]3[CH:44]=[C:45]([C:47]([F:50])([F:48])[F:49])[CH:46]=[C:17]([C:16]([F:51])([F:15])[F:52])[CH:18]=3)[C:38]3[N:39]=[N:40][N:41]([CH3:43])[N:42]=3)[C:23]3[CH:32]=[C:31]([CH3:33])[C:30]([C:34]([F:35])([F:36])[F:37])=[CH:29][C:24]2=3)[CH:59]=[CH:58][C:57]=1[F:64]. The yield is 0.920. (5) The reactants are C(=O)([O-])[O-].[K+].[K+].Br[C:8]1[CH:16]=[CH:15][C:11]([C:12]([OH:14])=[O:13])=[CH:10][CH:9]=1.[C:17]1([CH3:26])[CH:22]=[CH:21][CH:20]=[CH:19][C:18]=1B(O)O. The catalyst is O.CO.C1C=CC([P]([Pd]([P](C2C=CC=CC=2)(C2C=CC=CC=2)C2C=CC=CC=2)([P](C2C=CC=CC=2)(C2C=CC=CC=2)C2C=CC=CC=2)[P](C2C=CC=CC=2)(C2C=CC=CC=2)C2C=CC=CC=2)(C2C=CC=CC=2)C2C=CC=CC=2)=CC=1. The product is [CH3:26][C:17]1[CH:22]=[CH:21][CH:20]=[CH:19][C:18]=1[C:8]1[CH:16]=[CH:15][C:11]([C:12]([OH:14])=[O:13])=[CH:10][CH:9]=1. The yield is 0.941. (6) The reactants are [H-].[Na+].[C:3]1([CH2:9][SH:10])[CH:8]=[CH:7][CH:6]=[CH:5][CH:4]=1.Br[C:12]1[C:17]([CH3:18])=[CH:16][CH:15]=[CH:14][N:13]=1. The catalyst is O1CCCC1.O. The product is [CH2:9]([S:10][C:12]1[C:17]([CH3:18])=[CH:16][CH:15]=[CH:14][N:13]=1)[C:3]1[CH:8]=[CH:7][CH:6]=[CH:5][CH:4]=1. The yield is 0.720. (7) The reactants are [N:1]12[CH2:8][CH2:7][C:4]([C:9]([C:17]3[CH:22]=[CH:21][CH:20]=[CH:19][CH:18]=3)([C:11]3[CH:16]=[CH:15][CH:14]=[CH:13][CH:12]=3)[OH:10])([CH2:5][CH2:6]1)[CH2:3][CH2:2]2.[Br:23][CH2:24][CH2:25][CH2:26][O:27][C:28]1[CH:33]=[CH:32][CH:31]=[CH:30][C:29]=1[O:34][CH3:35]. The catalyst is CC#N. The product is [Br-:23].[OH:10][C:9]([C:17]1[CH:22]=[CH:21][CH:20]=[CH:19][CH:18]=1)([C:11]1[CH:12]=[CH:13][CH:14]=[CH:15][CH:16]=1)[C:4]12[CH2:5][CH2:6][N+:1]([CH2:24][CH2:25][CH2:26][O:27][C:28]3[CH:33]=[CH:32][CH:31]=[CH:30][C:29]=3[O:34][CH3:35])([CH2:2][CH2:3]1)[CH2:8][CH2:7]2. The yield is 0.735.